Dataset: Full USPTO retrosynthesis dataset with 1.9M reactions from patents (1976-2016). Task: Predict the reactants needed to synthesize the given product. (1) Given the product [CH3:28][N:20]1[C:21]2[C:26](=[C:25]([CH3:27])[CH:24]=[CH:23][CH:22]=2)[C:18]([CH2:17][N:10]2[C:11]3[CH:16]=[CH:15][CH:14]=[CH:13][C:12]=3[N:8]([CH:6]([CH3:7])[CH2:5][CH2:4][C:3]([OH:30])=[O:2])[C:9]2=[O:29])=[CH:19]1, predict the reactants needed to synthesize it. The reactants are: C[O:2][C:3](=[O:30])[CH2:4][CH2:5][CH:6]([N:8]1[C:12]2[CH:13]=[CH:14][CH:15]=[CH:16][C:11]=2[N:10]([CH2:17][CH:18]2[C:26]3[C:21](=[CH:22][CH:23]=[CH:24][C:25]=3[CH3:27])[N:20]([CH3:28])[CH2:19]2)[C:9]1=[O:29])[CH3:7]. (2) Given the product [Cl:1][C:2]1[N:6]=[CH:5][N:4]([C:10]2[N:15]=[C:14]([C:16]([N:18]3[CH2:23][CH2:22][CH:21]([N:24]4[CH2:25][CH2:26][CH2:27][CH2:28]4)[CH2:20][CH2:19]3)=[O:17])[C:13]([CH3:29])=[CH:12][C:11]=2[C:30]2[CH:35]=[CH:34][CH:33]=[C:32]([C:36]([F:38])([F:39])[F:37])[CH:31]=2)[N:3]=1, predict the reactants needed to synthesize it. The reactants are: [Cl:1][C:2]1[N:6]=[CH:5][NH:4][N:3]=1.[H-].[Na+].Cl[C:10]1[N:15]=[C:14]([C:16]([N:18]2[CH2:23][CH2:22][CH:21]([N:24]3[CH2:28][CH2:27][CH2:26][CH2:25]3)[CH2:20][CH2:19]2)=[O:17])[C:13]([CH3:29])=[CH:12][C:11]=1[C:30]1[CH:35]=[CH:34][CH:33]=[C:32]([C:36]([F:39])([F:38])[F:37])[CH:31]=1.